This data is from Full USPTO retrosynthesis dataset with 1.9M reactions from patents (1976-2016). The task is: Predict the reactants needed to synthesize the given product. (1) Given the product [NH2:1][C:2]1[CH:10]=[CH:9][C:5]([C:6]([O:8][CH2:18][CH3:19])=[O:7])=[CH:4][C:3]=1[O:11][CH3:12], predict the reactants needed to synthesize it. The reactants are: [NH2:1][C:2]1[CH:10]=[CH:9][C:5]([C:6]([OH:8])=[O:7])=[CH:4][C:3]=1[O:11][CH3:12].S(=O)(=O)(O)O.[C:18](O)(=O)[C:19]1C=CC=CC=1.[OH-].[Na+]. (2) Given the product [Cl:24][C:21]1[CH:20]=[C:19]([C:17]([N:16]([CH2:25][CH:26]2[CH2:27][CH2:28][CH2:29]2)[CH2:15][C:10]2[CH:11]=[CH:12][CH:13]=[C:14]3[C:9]=2[C:8]([CH2:1][N:2]([CH3:4])[CH3:3])=[CH:7][NH:6]3)=[O:18])[NH:23][N:22]=1, predict the reactants needed to synthesize it. The reactants are: [CH3:1][NH:2][CH3:3].[CH2:4]=O.[NH:6]1[C:14]2[C:9](=[C:10]([CH2:15][N:16]([CH2:25][CH:26]3[CH2:29][CH2:28][CH2:27]3)[C:17]([C:19]3[NH:23][N:22]=[C:21]([Cl:24])[CH:20]=3)=[O:18])[CH:11]=[CH:12][CH:13]=2)[CH:8]=[CH:7]1. (3) Given the product [Cl:1][C:2]1[CH:3]=[CH:4][C:5]([C:8](=[CH2:13])[C:9]([O:11][CH3:12])=[O:10])=[CH:6][CH:7]=1, predict the reactants needed to synthesize it. The reactants are: [Cl:1][C:2]1[CH:7]=[CH:6][C:5]([CH:8]([CH2:13]O)[C:9]([O:11][CH3:12])=[O:10])=[CH:4][CH:3]=1.CS(Cl)(=O)=O. (4) Given the product [CH3:32][O:31][C:20]1[CH:21]=[C:22]([CH:25]2[CH2:30][CH2:29][N:28]([CH:35]3[CH2:36][O:33][CH2:34]3)[CH2:27][CH2:26]2)[CH:23]=[CH:24][C:19]=1[NH:18][C:15]1[N:14]=[CH:13][C:12]2=[CH:11][CH:10]=[C:9]([C:4]3[CH:5]=[CH:6][CH:7]=[CH:8][C:3]=3[O:2][CH3:1])[N:17]2[N:16]=1, predict the reactants needed to synthesize it. The reactants are: [CH3:1][O:2][C:3]1[CH:8]=[CH:7][CH:6]=[CH:5][C:4]=1[C:9]1[N:17]2[C:12]([CH:13]=[N:14][C:15]([NH:18][C:19]3[CH:24]=[CH:23][C:22]([CH:25]4[CH2:30][CH2:29][NH:28][CH2:27][CH2:26]4)=[CH:21][C:20]=3[O:31][CH3:32])=[N:16]2)=[CH:11][CH:10]=1.[O:33]1[CH2:36][C:35](=O)[CH2:34]1.C([BH3-])#N.[Na+].N1N2C=CC=C2C=NC=1. (5) Given the product [Cl:3][CH2:4][CH2:5][CH2:6][C:7]([C:20]#[N:21])([C:13]1[CH:18]=[CH:17][C:16]([F:19])=[CH:15][CH:14]=1)[C:8]([NH:1][NH2:2])=[O:9], predict the reactants needed to synthesize it. The reactants are: [NH2:1][NH2:2].[Cl:3][CH2:4][CH2:5][CH2:6][C:7]([C:20]#[N:21])([C:13]1[CH:18]=[CH:17][C:16]([F:19])=[CH:15][CH:14]=1)[C:8](OCC)=[O:9].C(OCC)(=O)C.O.C(=O)(O)[O-].[Na+].